From a dataset of Catalyst prediction with 721,799 reactions and 888 catalyst types from USPTO. Predict which catalyst facilitates the given reaction. (1) Reactant: [OH-].[Li+].[C:3]([C:5]1[CH:6]=[C:7]([C:15]([O:17]C)=[O:16])[CH:8]=[N:9][C:10]=1[NH:11][CH2:12][CH2:13][CH3:14])#[N:4].[O-][Si]([O-])=O.[Mg+2]. Product: [C:3]([C:5]1[CH:6]=[C:7]([C:15]([OH:17])=[O:16])[CH:8]=[N:9][C:10]=1[NH:11][CH2:12][CH2:13][CH3:14])#[N:4]. The catalyst class is: 125. (2) Reactant: C([N:8]1[CH2:13][CH2:12][N:11]2[CH2:14][C@H:15]([CH2:18][O:19][C:20]3[CH:25]=[CH:24][C:23]([F:26])=[CH:22][CH:21]=3)[CH2:16][CH2:17][C@@H:10]2[CH2:9]1)(OC(C)(C)C)=O. Product: [F:26][C:23]1[CH:22]=[CH:21][C:20]([O:19][CH2:18][C@H:15]2[CH2:14][N:11]3[CH2:12][CH2:13][NH:8][CH2:9][C@H:10]3[CH2:17][CH2:16]2)=[CH:25][CH:24]=1. The catalyst class is: 574.